This data is from Full USPTO retrosynthesis dataset with 1.9M reactions from patents (1976-2016). The task is: Predict the reactants needed to synthesize the given product. (1) Given the product [Br:1][C:2]1[CH:7]=[CH:6][CH:5]=[C:4]([C:8]#[C:9][C:11]2[CH:16]=[CH:15][C:14]([O:17][CH:18]([F:20])[F:19])=[CH:13][CH:12]=2)[CH:3]=1, predict the reactants needed to synthesize it. The reactants are: [Br:1][C:2]1[CH:3]=[C:4]([C:8]#[CH:9])[CH:5]=[CH:6][CH:7]=1.I[C:11]1[CH:16]=[CH:15][C:14]([O:17][CH:18]([F:20])[F:19])=[CH:13][CH:12]=1.CCOC(C)=O.O. (2) Given the product [OH:1][C:2]1[C:3]([CH2:11][OH:13])=[N:4][C:5]([CH2:8][OH:9])=[CH:6][CH:7]=1, predict the reactants needed to synthesize it. The reactants are: [OH:1][C:2]1[CH:3]=[N:4][CH:5]=[CH:6][CH:7]=1.[CH2:8]=[O:9].C[C:11]([OH:13])=O. (3) Given the product [ClH:36].[CH3:1][NH:2][CH2:10][C:11]1[CH:15]=[C:14]([C:16]2[CH:20]=[CH:19][S:18][CH:17]=2)[N:13]([S:21]([C:24]2[CH:29]=[CH:28][CH:27]=[CH:26][CH:25]=2)(=[O:23])=[O:22])[CH:12]=1, predict the reactants needed to synthesize it. The reactants are: [CH3:1][N:2]([CH2:10][C:11]1[CH:15]=[C:14]([C:16]2[CH:20]=[CH:19][S:18][CH:17]=2)[N:13]([S:21]([C:24]2[CH:29]=[CH:28][CH:27]=[CH:26][CH:25]=2)(=[O:23])=[O:22])[CH:12]=1)C(=O)OC(C)(C)C.C(OCC)(=O)C.[ClH:36]. (4) The reactants are: [C:1]([O:5][C:6](=[O:27])[NH:7][C:8]1[CH:13]=[CH:12][C:11]([C:14]#[C:15][C:16]2[CH:21]=[CH:20][C:19]([F:22])=[CH:18][C:17]=2[F:23])=[CH:10][C:9]=1[N+:24]([O-])=O)([CH3:4])([CH3:3])[CH3:2].O.O.Cl[Sn]Cl. Given the product [C:1]([O:5][C:6](=[O:27])[NH:7][C:8]1[CH:13]=[CH:12][C:11]([C:14]#[C:15][C:16]2[CH:21]=[CH:20][C:19]([F:22])=[CH:18][C:17]=2[F:23])=[CH:10][C:9]=1[NH2:24])([CH3:4])([CH3:2])[CH3:3], predict the reactants needed to synthesize it. (5) Given the product [CH3:10][N:11]([CH2:5][C:4]1[CH:3]=[C:2]([OH:1])[CH:9]=[CH:8][CH:7]=1)[CH3:12], predict the reactants needed to synthesize it. The reactants are: [OH:1][C:2]1[CH:3]=[C:4]([CH:7]=[CH:8][CH:9]=1)[CH:5]=O.[CH3:10][NH:11][CH3:12].C(O[BH-](OC(=O)C)OC(=O)C)(=O)C.[Na+].CO. (6) Given the product [Cl:1][C:16]1[C:17]([OH:19])=[CH:18][C:11]([OH:10])=[C:12]([CH:15]=1)[CH:13]=[O:14], predict the reactants needed to synthesize it. The reactants are: [Cl:1][O-].[Na+].N1CCCCC1.[OH:10][C:11]1[CH:18]=[C:17]([OH:19])[CH:16]=[CH:15][C:12]=1[CH:13]=[O:14].